Dataset: Catalyst prediction with 721,799 reactions and 888 catalyst types from USPTO. Task: Predict which catalyst facilitates the given reaction. (1) Product: [Br:1][C:2]1[CH:10]=[C:9]2[C:5]([C:6]([CH:34]([OH:39])[C:35]([F:36])([F:37])[F:38])=[CH:7][N:8]2[S:11]([C:14]2[CH:19]=[CH:18][C:17]([O:20][CH3:21])=[C:16]([N:22]3[CH2:27][CH2:26][NH:25][CH2:24][CH2:23]3)[CH:15]=2)(=[O:13])=[O:12])=[CH:4][CH:3]=1. The catalyst class is: 8. Reactant: [Br:1][C:2]1[CH:10]=[C:9]2[C:5]([C:6]([C:34](=[O:39])[C:35]([F:38])([F:37])[F:36])=[CH:7][N:8]2[S:11]([C:14]2[CH:19]=[CH:18][C:17]([O:20][CH3:21])=[C:16]([N:22]3[CH2:27][CH2:26][N:25](C(=O)C(F)(F)F)[CH2:24][CH2:23]3)[CH:15]=2)(=[O:13])=[O:12])=[CH:4][CH:3]=1.[BH4-].[Na+]. (2) Reactant: [Br:1][C:2]1[C:7]([Cl:8])=[CH:6][C:5]([OH:9])=[C:4]([S:10]([N:13]2[CH2:19][CH2:18][CH2:17][CH2:16][C:15]3[CH:20]=[CH:21][CH:22]=[CH:23][C:14]2=3)(=[O:12])=[O:11])[CH:3]=1.C([O-])([O-])=O.[K+].[K+].Br[CH2:31][CH2:32][CH2:33][C:34]([O:36][C:37]([CH3:40])([CH3:39])[CH3:38])=[O:35]. Product: [C:37]([O:36][C:34](=[O:35])[CH2:33][CH2:32][CH2:31][O:9][C:5]1[CH:6]=[C:7]([Cl:8])[C:2]([Br:1])=[CH:3][C:4]=1[S:10]([N:13]1[CH2:19][CH2:18][CH2:17][CH2:16][C:15]2[CH:20]=[CH:21][CH:22]=[CH:23][C:14]1=2)(=[O:12])=[O:11])([CH3:40])([CH3:39])[CH3:38]. The catalyst class is: 3. (3) Product: [CH2:1]([O:3][C:4]([C:6]1[S:20][C:9]2[CH2:10][CH2:11][N:12]([C:15]([O:17][CH2:18][CH3:19])=[O:16])[CH2:13][CH2:14][C:8]=2[C:7]=1[O:21][CH3:22])=[O:5])[CH3:2]. Reactant: [CH2:1]([O:3][C:4]([C:6]1[S:20][C:9]2[CH2:10][CH2:11][N:12]([C:15]([O:17][CH2:18][CH3:19])=[O:16])[CH2:13][CH2:14][C:8]=2[C:7]=1[OH:21])=[O:5])[CH3:2].[CH2:22]1COCC1.C(N(C(C)C)CC)(C)C.[Si](C=[N+]=[N-])(C)(C)C. The catalyst class is: 5. (4) Reactant: [OH:1][C:2]1[CH:3]=[N:4][CH:5]=[CH:6][CH:7]=1.C(=O)([O-])[O-].[K+].[K+].CN(C)C=O.[F:19][C:20]1[CH:21]=[C:22]([N+:27]([O-:29])=[O:28])[CH:23]=[CH:24][C:25]=1F. Product: [F:19][C:20]1[CH:21]=[C:22]([N+:27]([O-:29])=[O:28])[CH:23]=[CH:24][C:25]=1[O:1][C:2]1[CH:3]=[N:4][CH:5]=[CH:6][CH:7]=1. The catalyst class is: 13. (5) Reactant: [C:1]([O:5][C@@H:6]([C:12]1[C:38]([CH3:39])=[N:37][C:36]2=[CH:40][C:33]3=[N:34][N:35]2[C:13]=1[N:14]1[CH2:43][CH2:42][C:17]([CH3:44])([O:18][CH2:19][CH2:20][CH2:21][CH2:22][CH2:23][C:24]2[CH:25]=[C:26]([F:41])[CH:27]=[CH:28][C:29]=2[CH2:30][O:31][CH2:32]3)[CH2:16][CH2:15]1)[C:7]([O:9]CC)=[O:8])([CH3:4])([CH3:3])[CH3:2].[OH-].[Na+]. Product: [C:1]([O:5][C@@H:6]([C:12]1[C:38]([CH3:39])=[N:37][C:36]2=[CH:40][C:33]3=[N:34][N:35]2[C:13]=1[N:14]1[CH2:15][CH2:16][C:17]([CH3:44])([O:18][CH2:19][CH2:20][CH2:21][CH2:22][CH2:23][C:24]2[CH:25]=[C:26]([F:41])[CH:27]=[CH:28][C:29]=2[CH2:30][O:31][CH2:32]3)[CH2:42][CH2:43]1)[C:7]([OH:9])=[O:8])([CH3:4])([CH3:2])[CH3:3]. The catalyst class is: 14. (6) Reactant: Cl.Cl.[NH2:3][CH2:4][CH2:5][O:6][C:7]1[CH:8]=[CH:9][C:10]2[C:11]3[N:20]([CH2:21][CH:22]4[CH2:27][CH2:26][O:25][CH2:24][CH2:23]4)[C:19]([CH2:28][CH3:29])=[N:18][C:12]=3[C:13]([NH2:17])=[N:14][C:15]=2[CH:16]=1.[Cl-].[Na+].[OH-].[Na+]. Product: [NH2:3][CH2:4][CH2:5][O:6][C:7]1[CH:8]=[CH:9][C:10]2[C:11]3[N:20]([CH2:21][CH:22]4[CH2:27][CH2:26][O:25][CH2:24][CH2:23]4)[C:19]([CH2:28][CH3:29])=[N:18][C:12]=3[C:13]([NH2:17])=[N:14][C:15]=2[CH:16]=1. The catalyst class is: 6. (7) Reactant: C[O:2][C:3](=[O:35])/[C:4](/[C:28]1[CH:33]=[CH:32][CH:31]=[C:30]([Cl:34])[CH:29]=1)=[CH:5]\[C:6]1[CH:10]=[C:9]([C:11]2[CH:19]=[CH:18][C:14]3[O:15][CH2:16][O:17][C:13]=3[CH:12]=2)[N:8]([C:20]2[CH:25]=[C:24]([Cl:26])[CH:23]=[CH:22][C:21]=2[Cl:27])[N:7]=1.O.[Li+].[OH-].CCOC(C)=O. Product: [O:15]1[C:14]2[CH:18]=[CH:19][C:11]([C:9]3[N:8]([C:20]4[CH:25]=[C:24]([Cl:26])[CH:23]=[CH:22][C:21]=4[Cl:27])[N:7]=[C:6](/[CH:5]=[C:4](/[C:28]4[CH:33]=[CH:32][CH:31]=[C:30]([Cl:34])[CH:29]=4)\[C:3]([OH:35])=[O:2])[CH:10]=3)=[CH:12][C:13]=2[O:17][CH2:16]1. The catalyst class is: 258. (8) Reactant: [CH:1]1([CH2:7][C@H:8]([N:22]2[CH2:26][C:25]([O:27][C:28]3[C:33]([F:34])=[CH:32][CH:31]=[CH:30][C:29]=3[F:35])=[CH:24][C:23]2=[O:36])[C:9]([NH:11]C2C=CN(CC(O)(C)C)N=2)=[O:10])[CH2:6][CH2:5][CH2:4][CH2:3][CH2:2]1.F[P-](F)(F)(F)(F)F.Br[P+](N1CCCC1)(N1CCCC1)N1CCCC1.C(N(CC)C(C)C)(C)C.[CH3:70][O:71][C:72](=[O:80])[C:73]1[CH:78]=[CH:77][C:76](N)=[N:75][CH:74]=1. Product: [CH3:70][O:71][C:72](=[O:80])[C:73]1[CH:78]=[CH:77][C:76]([NH:11][C:9](=[O:10])[C@@H:8]([N:22]2[CH2:26][C:25]([O:27][C:28]3[C:29]([F:35])=[CH:30][CH:31]=[CH:32][C:33]=3[F:34])=[CH:24][C:23]2=[O:36])[CH2:7][CH:1]2[CH2:6][CH2:5][CH2:4][CH2:3][CH2:2]2)=[N:75][CH:74]=1. The catalyst class is: 4. (9) Reactant: [CH2:1]([Br:7])[CH2:2][CH2:3][CH2:4][CH2:5][CH3:6].[C:8]1([P:14]([C:21]2[CH:26]=[CH:25][CH:24]=[CH:23][CH:22]=2)[C:15]2[CH:20]=[CH:19][CH:18]=[CH:17][CH:16]=2)[CH:13]=[CH:12][CH:11]=[CH:10][CH:9]=1. Product: [Br-:7].[CH2:1]([P+:14]([C:15]1[CH:16]=[CH:17][CH:18]=[CH:19][CH:20]=1)([C:21]1[CH:26]=[CH:25][CH:24]=[CH:23][CH:22]=1)[C:8]1[CH:9]=[CH:10][CH:11]=[CH:12][CH:13]=1)[CH2:2][CH2:3][CH2:4][CH2:5][CH3:6]. The catalyst class is: 11.